This data is from Catalyst prediction with 721,799 reactions and 888 catalyst types from USPTO. The task is: Predict which catalyst facilitates the given reaction. Reactant: Cl[C:2]1[CH:7]=[CH:6][C:5]([N+:8]([O-:10])=[O:9])=[CH:4][C:3]=1[OH:11].C(=O)([O-])[O-].[Cs+].[Cs+].I[CH:19]([CH3:21])[CH3:20].[CH3:22][C:23]1[N:24]=[CH:25][NH:26][CH:27]=1. Product: [CH:19]([O:11][C:3]1[CH:4]=[C:5]([N+:8]([O-:10])=[O:9])[CH:6]=[CH:7][C:2]=1[N:26]1[CH:27]=[C:23]([CH3:22])[N:24]=[CH:25]1)([CH3:21])[CH3:20]. The catalyst class is: 10.